From a dataset of Catalyst prediction with 721,799 reactions and 888 catalyst types from USPTO. Predict which catalyst facilitates the given reaction. (1) Reactant: [OH:1][CH:2]([C:4]1[NH:9][C:8](=[O:10])[C:7]2=[CH:11][N:12]=[C:13]([CH:14]3[CH2:19][CH2:18][O:17][CH2:16][CH2:15]3)[N:6]2[N:5]=1)[CH3:3]. Product: [C:2]([C:4]1[NH:9][C:8](=[O:10])[C:7]2=[CH:11][N:12]=[C:13]([CH:14]3[CH2:19][CH2:18][O:17][CH2:16][CH2:15]3)[N:6]2[N:5]=1)(=[O:1])[CH3:3]. The catalyst class is: 177. (2) Reactant: [OH:1][C:2]1[CH:3]=[CH:4][C:5]2[O:10][CH2:9][CH2:8][N:7]([C:11]3[S:12][C:13]4[C:19](=[O:20])[CH2:18][C:17]([CH3:22])([CH3:21])[CH2:16][C:14]=4[N:15]=3)[C:6]=2[CH:23]=1.Br[C:25]1[S:26][C:27]([CH3:30])=[N:28][N:29]=1.C(=O)([O-])[O-].[K+].[K+]. Product: [CH3:22][C:17]1([CH3:21])[CH2:16][C:14]2[N:15]=[C:11]([N:7]3[C:6]4[CH:23]=[C:2]([O:1][C:25]5[S:26][C:27]([CH3:30])=[N:28][N:29]=5)[CH:3]=[CH:4][C:5]=4[O:10][CH2:9][CH2:8]3)[S:12][C:13]=2[C:19](=[O:20])[CH2:18]1. The catalyst class is: 3. (3) Reactant: Br[C:2]1[CH:3]=[C:4]([NH:9][C:10](=[O:28])[C:11]2[CH:16]=[CH:15][C:14]([CH2:17][N:18]3[CH2:23][CH2:22][O:21][CH2:20][CH2:19]3)=[C:13]([C:24]([F:27])([F:26])[F:25])[CH:12]=2)[CH:5]=[CH:6][C:7]=1[CH3:8].Br[C:30]1[CH:31]=[C:32]2[C:37](=[CH:38][CH:39]=1)[CH:36]=[N:35][N:34]=[CH:33]2. Product: [CH3:8][C:7]1[CH:6]=[CH:5][C:4]([NH:9][C:10](=[O:28])[C:11]2[CH:16]=[CH:15][C:14]([CH2:17][N:18]3[CH2:19][CH2:20][O:21][CH2:22][CH2:23]3)=[C:13]([C:24]([F:25])([F:26])[F:27])[CH:12]=2)=[CH:3][C:2]=1[C:30]1[CH:31]=[C:32]2[C:37](=[CH:38][CH:39]=1)[CH:36]=[N:35][N:34]=[CH:33]2. The catalyst class is: 370. (4) Reactant: [Cl:1][C:2]1[CH:11]=[CH:10][C:9]2[C:4](=[CH:5][CH:6]=[C:7]([OH:12])[CH:8]=2)[N:3]=1.CC(C)=O.[F:17][C:18]1[CH:25]=[CH:24][C:21]([CH2:22]Br)=[CH:20][CH:19]=1. Product: [Cl:1][C:2]1[CH:11]=[CH:10][C:9]2[C:4](=[CH:5][CH:6]=[C:7]([O:12][CH2:22][C:21]3[CH:24]=[CH:25][C:18]([F:17])=[CH:19][CH:20]=3)[CH:8]=2)[N:3]=1. The catalyst class is: 6.